Dataset: Catalyst prediction with 721,799 reactions and 888 catalyst types from USPTO. Task: Predict which catalyst facilitates the given reaction. (1) Reactant: [CH3:1][O:2][C:3]([C:5]1[C:13]2[C:8](=[N:9][CH:10]=[C:11]([Br:14])[CH:12]=2)[N:7]([S:15]([C:18]2[CH:23]=[CH:22][CH:21]=[CH:20][CH:19]=2)(=[O:17])=[O:16])[C:6]=1[CH3:24])=[O:4].C1C(=O)N([Br:32])C(=O)C1. Product: [CH3:1][O:2][C:3]([C:5]1[C:13]2[C:8](=[N:9][CH:10]=[C:11]([Br:14])[CH:12]=2)[N:7]([S:15]([C:18]2[CH:23]=[CH:22][CH:21]=[CH:20][CH:19]=2)(=[O:17])=[O:16])[C:6]=1[CH2:24][Br:32])=[O:4]. The catalyst class is: 26. (2) Reactant: C(OC([NH:8][CH:9]([C:11]1[NH:12][C:13]([C:21]2[CH:30]=[CH:29][CH:28]=[C:27]3[C:22]=2[N:23]=[C:24]([NH:32][C:33]([CH3:36])([CH3:35])[CH3:34])[C:25]([CH3:31])=[N:26]3)=[CH:14][C:15]=1[C:16]([O:18]CC)=[O:17])[CH3:10])=O)(C)(C)C.[Li+].[OH-].[ClH:39]. Product: [ClH:39].[NH2:8][CH:9]([C:11]1[NH:12][C:13]([C:21]2[CH:30]=[CH:29][CH:28]=[C:27]3[C:22]=2[N:23]=[C:24]([NH:32][C:33]([CH3:34])([CH3:36])[CH3:35])[C:25]([CH3:31])=[N:26]3)=[CH:14][C:15]=1[C:16]([OH:18])=[O:17])[CH3:10]. The catalyst class is: 38. (3) Reactant: [CH:1]1([C:4]2[N:5]=[C:6]3[CH:11]=[CH:10][C:9]([N:12]4[CH:17]=[CH:16][C:15]([OH:18])=[CH:14][C:13]4=[O:19])=[CH:8][N:7]3[C:20]=2[CH3:21])[CH2:3][CH2:2]1.[F:22][C:23]1[CH:24]=[C:25]([CH2:29]O)[CH:26]=[CH:27][CH:28]=1.C(P(CCCC)CCCC)CCC.N(C(N1CCCCC1)=O)=NC(N1CCCCC1)=O. Product: [CH:1]1([C:4]2[N:5]=[C:6]3[CH:11]=[CH:10][C:9]([N:12]4[CH:17]=[CH:16][C:15]([O:18][CH2:29][C:25]5[CH:26]=[CH:27][CH:28]=[C:23]([F:22])[CH:24]=5)=[CH:14][C:13]4=[O:19])=[CH:8][N:7]3[C:20]=2[CH3:21])[CH2:3][CH2:2]1. The catalyst class is: 1. (4) Reactant: C([O:8][C:9]1[C:10]([O:41][CH3:42])=[CH:11][C:12]2[C:18](=[O:19])[N:17]3[CH:20]=[C:21](OS(C(F)(F)F)(=O)=O)[CH2:22][CH:16]3[C:15](=[O:31])[N:14]([CH2:32][O:33][CH2:34][CH2:35][Si:36]([CH3:39])([CH3:38])[CH3:37])[C:13]=2[CH:40]=1)C1C=CC=CC=1. Product: [OH:8][C:9]1[C:10]([O:41][CH3:42])=[CH:11][C:12]2[C:18](=[O:19])[N:17]3[CH2:20][CH2:21][CH2:22][CH:16]3[C:15](=[O:31])[N:14]([CH2:32][O:33][CH2:34][CH2:35][Si:36]([CH3:37])([CH3:38])[CH3:39])[C:13]=2[CH:40]=1. The catalyst class is: 320. (5) The catalyst class is: 8. Reactant: [CH:1]([N:4]1[C:8]([C:9]2[CH:14]=[C:13]([N+:15]([O-])=O)[CH:12]=[CH:11][C:10]=2[O:18][CH3:19])=[CH:7][CH:6]=[N:5]1)([CH3:3])[CH3:2].O.O.Cl[Sn]Cl. Product: [CH:1]([N:4]1[C:8]([C:9]2[CH:14]=[C:13]([NH2:15])[CH:12]=[CH:11][C:10]=2[O:18][CH3:19])=[CH:7][CH:6]=[N:5]1)([CH3:3])[CH3:2]. (6) Reactant: Cl.[O:2]1[CH2:6][CH2:5][CH:4]([CH2:7][NH2:8])[CH2:3]1.C(N(CC)CC)C.[CH2:16]([O:23][CH2:24][C:25]1[CH:26]=[C:27]([CH:39]=[CH:40][CH:41]=1)[CH2:28][O:29][CH2:30][C:31]1[O:35][N:34]=[C:33]([C:36](O)=[O:37])[CH:32]=1)[C:17]1[CH:22]=[CH:21][CH:20]=[CH:19][CH:18]=1.ON1C2C=CC=CC=2N=N1.Cl.C(N=C=NCCCN(C)C)C.Cl. Product: [O:2]1[CH2:6][CH2:5][CH:4]([CH2:7][NH:8][C:36]([C:33]2[CH:32]=[C:31]([CH2:30][O:29][CH2:28][C:27]3[CH:39]=[CH:40][CH:41]=[C:25]([CH2:24][O:23][CH2:16][C:17]4[CH:18]=[CH:19][CH:20]=[CH:21][CH:22]=4)[CH:26]=3)[O:35][N:34]=2)=[O:37])[CH2:3]1. The catalyst class is: 22.